From a dataset of Forward reaction prediction with 1.9M reactions from USPTO patents (1976-2016). Predict the product of the given reaction. Given the reactants Br[C:2]1[CH:3]=[N:4][C:5]2[N:6]([CH:8]=[C:9]([CH2:11][O:12][C:13]3[CH:14]=[N:15][CH:16]=[CH:17][CH:18]=3)[N:10]=2)[CH:7]=1.[F:19][C:20]1[CH:25]=[CH:24][C:23](B(O)O)=[CH:22][CH:21]=1, predict the reaction product. The product is: [F:19][C:20]1[CH:25]=[CH:24][C:23]([C:2]2[CH:3]=[N:4][C:5]3[N:6]([CH:8]=[C:9]([CH2:11][O:12][C:13]4[CH:14]=[N:15][CH:16]=[CH:17][CH:18]=4)[N:10]=3)[CH:7]=2)=[CH:22][CH:21]=1.